From a dataset of Reaction yield outcomes from USPTO patents with 853,638 reactions. Predict the reaction yield, written as a fraction of the theoretical maximum amount of product (1.0 means a 100% yield; for example, 0.34 means a 34% yield). (1) The reactants are [OH:1][C:2]1[CH:3]=[C:4]([C:8]2[C:16]3[C:11](=[CH:12][CH:13]=[C:14]([C:17]#[N:18])[CH:15]=3)[N:10](C3CCCCO3)[N:9]=2)[CH:5]=[CH:6][CH:7]=1.C1(P(C2C=CC=CC=2)C2C=CC=CC=2)C=CC=CC=1.O[CH2:45][CH2:46][N:47]1[CH2:52][CH2:51][O:50][CH2:49][CH2:48]1.N(C(OCC)=O)=NC(OCC)=O.[N:65]([Sn](CCCC)(CCCC)CCCC)=[N+:66]=[N-:67]. The catalyst is CCOC(C)=O.C1(C)C=CC=CC=1.C1COCC1. The product is [NH:18]1[C:17]([C:14]2[CH:15]=[C:16]3[C:11](=[CH:12][CH:13]=2)[NH:10][N:9]=[C:8]3[C:4]2[CH:5]=[CH:6][CH:7]=[C:2]([O:1][CH2:45][CH2:46][N:47]3[CH2:52][CH2:51][O:50][CH2:49][CH2:48]3)[CH:3]=2)=[N:67][N:66]=[N:65]1. The yield is 0.0882. (2) The reactants are FC(F)(F)C(O)=O.[Cl:8][C:9]1[CH:10]=[C:11]([C:29]2[CH:34]=[CH:33][C:32]([F:35])=[CH:31][CH:30]=2)[CH:12]=[C:13]([Cl:28])[C:14]=1[CH2:15][C@@H:16]1[CH2:20][CH2:19][N:18]([CH:21]2[CH2:26][CH2:25][NH:24][CH2:23][CH2:22]2)[C:17]1=[O:27].[CH3:36][N:37]=[C:38]=[O:39].C(N(CC)CC)C. The catalyst is C(Cl)Cl. The product is [CH3:36][NH:37][C:38]([N:24]1[CH2:25][CH2:26][CH:21]([N:18]2[CH2:19][CH2:20][C@@H:16]([CH2:15][C:14]3[C:13]([Cl:28])=[CH:12][C:11]([C:29]4[CH:30]=[CH:31][C:32]([F:35])=[CH:33][CH:34]=4)=[CH:10][C:9]=3[Cl:8])[C:17]2=[O:27])[CH2:22][CH2:23]1)=[O:39]. The yield is 0.840. (3) The reactants are C([O:3][C:4]([CH:6]1[C:11](=[O:12])[NH:10][C:9]2[CH:13]=[C:14]([Cl:17])[CH:15]=[CH:16][C:8]=2[O:7]1)=[O:5])C.[OH-].[Li+]. The catalyst is C1COCC1.O. The product is [Cl:17][C:14]1[CH:15]=[CH:16][C:8]2[O:7][CH:6]([C:4]([OH:5])=[O:3])[C:11](=[O:12])[NH:10][C:9]=2[CH:13]=1. The yield is 0.842. (4) The reactants are [C:1]([OH:6])(=O)/[CH:2]=[CH:3]/[CH3:4].O1CCCC1.C(Cl)(=O)C(Cl)=O.[NH2:18][C:19]1[CH:20]=[C:21]([OH:26])[CH:22]=[CH:23][C:24]=1[CH3:25]. The catalyst is CN(C)C=O.CN(C)C(=O)C. The product is [OH:26][C:21]1[CH:22]=[CH:23][C:24]([CH3:25])=[C:19]([NH:18][C:1](=[O:6])/[CH:2]=[CH:3]/[CH3:4])[CH:20]=1. The yield is 0.590. (5) The reactants are [NH2:1][C:2]1[C:7]([OH:8])=[CH:6][C:5]([Br:9])=[CH:4][N:3]=1.CCN(CC)CC.[CH3:17][C:18]([O:21][C:22](O[C:22]([O:21][C:18]([CH3:20])([CH3:19])[CH3:17])=[O:23])=[O:23])([CH3:20])[CH3:19].O. The catalyst is ClCCl. The product is [Br:9][C:5]1[CH:6]=[C:7]([OH:8])[C:2]([NH:1][C:22]([O:21][C:18]([CH3:20])([CH3:19])[CH3:17])=[O:23])=[N:3][CH:4]=1. The yield is 0.980. (6) The reactants are [NH2:1][C:2]1[N:7]=[CH:6][N:5]=[C:4]2[N:8]([CH:15]([C:17]3[C:18]([O:36][CH3:37])=[C:19]([CH:25]4[CH2:28][N:27]([C:29]([O:31][C:32]([CH3:35])([CH3:34])[CH3:33])=[O:30])[CH2:26]4)[C:20]([CH3:24])=[C:21]([Cl:23])[CH:22]=3)[CH3:16])[N:9]=[C:10]([CH:11]([OH:14])CO)[C:3]=12.C(O)(=O)C.I([O-])(=O)(=O)=O.[Na+]. The catalyst is O1CCCC1.O. The product is [NH2:1][C:2]1[N:7]=[CH:6][N:5]=[C:4]2[N:8]([CH:15]([C:17]3[C:18]([O:36][CH3:37])=[C:19]([CH:25]4[CH2:28][N:27]([C:29]([O:31][C:32]([CH3:34])([CH3:33])[CH3:35])=[O:30])[CH2:26]4)[C:20]([CH3:24])=[C:21]([Cl:23])[CH:22]=3)[CH3:16])[N:9]=[C:10]([CH:11]=[O:14])[C:3]=12. The yield is 0.540.